This data is from NCI-60 drug combinations with 297,098 pairs across 59 cell lines. The task is: Regression. Given two drug SMILES strings and cell line genomic features, predict the synergy score measuring deviation from expected non-interaction effect. (1) Drug 1: C1CCN(CC1)CCOC2=CC=C(C=C2)C(=O)C3=C(SC4=C3C=CC(=C4)O)C5=CC=C(C=C5)O. Drug 2: CC(C)(C#N)C1=CC(=CC(=C1)CN2C=NC=N2)C(C)(C)C#N. Cell line: T-47D. Synergy scores: CSS=12.2, Synergy_ZIP=-0.504, Synergy_Bliss=0.354, Synergy_Loewe=1.57, Synergy_HSA=1.91. (2) Drug 1: C1CCC(C(C1)N)N.C(=O)(C(=O)[O-])[O-].[Pt+4]. Drug 2: CC1C(C(CC(O1)OC2CC(CC3=C2C(=C4C(=C3O)C(=O)C5=CC=CC=C5C4=O)O)(C(=O)C)O)N)O. Cell line: A498. Synergy scores: CSS=66.8, Synergy_ZIP=-9.06, Synergy_Bliss=-8.64, Synergy_Loewe=-9.83, Synergy_HSA=-2.95. (3) Drug 1: CC1CCC2CC(C(=CC=CC=CC(CC(C(=O)C(C(C(=CC(C(=O)CC(OC(=O)C3CCCCN3C(=O)C(=O)C1(O2)O)C(C)CC4CCC(C(C4)OC)OCCO)C)C)O)OC)C)C)C)OC. Drug 2: CCCCC(=O)OCC(=O)C1(CC(C2=C(C1)C(=C3C(=C2O)C(=O)C4=C(C3=O)C=CC=C4OC)O)OC5CC(C(C(O5)C)O)NC(=O)C(F)(F)F)O. Cell line: MDA-MB-231. Synergy scores: CSS=41.3, Synergy_ZIP=6.61, Synergy_Bliss=6.87, Synergy_Loewe=7.53, Synergy_HSA=7.12. (4) Drug 1: CCN(CC)CCNC(=O)C1=C(NC(=C1C)C=C2C3=C(C=CC(=C3)F)NC2=O)C. Drug 2: CC(C)(C#N)C1=CC(=CC(=C1)CN2C=NC=N2)C(C)(C)C#N. Cell line: HL-60(TB). Synergy scores: CSS=19.7, Synergy_ZIP=-0.150, Synergy_Bliss=-1.09, Synergy_Loewe=3.07, Synergy_HSA=3.07.